This data is from M1 muscarinic receptor antagonist screen with 61,756 compounds. The task is: Binary Classification. Given a drug SMILES string, predict its activity (active/inactive) in a high-throughput screening assay against a specified biological target. (1) The drug is s1c(c2nn(nn2)CCC(=O)NC2CCCCC2)ccc1. The result is 0 (inactive). (2) The molecule is O=C(Nc1cc(ccc1)C)c1nnn(Cc2ccc(CC)cc2)c1N. The result is 0 (inactive). (3) The drug is O=C1CC(Cc2nc(N3CCN(CC3)c3ccccc3)nc(c12)C)c1ccccc1. The result is 0 (inactive). (4) The compound is O=C(NC1CCCCC1)CCc1onc(n1)c1cc(OC)ccc1. The result is 0 (inactive). (5) The compound is o1c2c(c3c(c(nc(CCC)c3)NC(=O)C)c1=O)cccc2. The result is 0 (inactive). (6) The molecule is S(c1nc(c2cc(OC)c(OC)cc2)cc(n1)C(F)(F)F)CC(=O)NCc1occc1. The result is 0 (inactive). (7) The compound is o1c(C(N(CCc2ccccc2)C(=O)Cn2nnc3c2cccc3)C(=O)NCc2occc2)ccc1. The result is 0 (inactive).